From a dataset of Catalyst prediction with 721,799 reactions and 888 catalyst types from USPTO. Predict which catalyst facilitates the given reaction. (1) Reactant: [CH2:1]([O:3][C:4](=[O:20])[C:5]1[CH:10]=[CH:9][C:8]([N:11]2[CH:15]=[C:14]([O:16]C)[C:13]([C:18]#[N:19])=[CH:12]2)=[CH:7][CH:6]=1)[CH3:2].B(Br)(Br)Br.O. Product: [CH2:1]([O:3][C:4](=[O:20])[C:5]1[CH:6]=[CH:7][C:8]([N:11]2[CH:15]=[C:14]([OH:16])[C:13]([C:18]#[N:19])=[CH:12]2)=[CH:9][CH:10]=1)[CH3:2]. The catalyst class is: 4. (2) Reactant: BrC1C=CC(Br)=CC=1.C([Li])CCC.[C:14]1([C:20]2[CH:29]=[CH:28][CH:27]=[CH:26][C:21]=2[C:22](OC)=O)[CH:19]=[CH:18][CH:17]=[CH:16][CH:15]=1.CCOCC. Product: [CH:18]1[C:19]2[CH2:22][C:21]3[C:20](=[CH:29][CH:28]=[CH:27][CH:26]=3)[C:14]=2[CH:15]=[CH:16][CH:17]=1. The catalyst class is: 334. (3) Reactant: [CH:1]1([N:5]2[CH2:10][CH2:9][CH:8]([OH:11])[CH2:7][CH2:6]2)[CH2:4][CH2:3][CH2:2]1.[CH3:12][S:13](Cl)(=[O:15])=[O:14].CCN(CC)CC.C([O-])(O)=O.[Na+]. Product: [CH3:12][S:13]([O:11][CH:8]1[CH2:7][CH2:6][N:5]([CH:1]2[CH2:4][CH2:3][CH2:2]2)[CH2:10][CH2:9]1)(=[O:15])=[O:14]. The catalyst class is: 2. (4) Reactant: C([Li])CCC.O1CCCC1.[CH3:11][Si:12]([CH3:23])([CH3:22])[CH2:13][CH2:14][O:15][CH2:16][N:17]1[CH:21]=[CH:20][N:19]=[CH:18]1.[CH3:24][C:25]([CH3:27])=[O:26]. Product: [CH3:11][Si:12]([CH3:23])([CH3:22])[CH2:13][CH2:14][O:15][CH2:16][N:17]1[CH:21]=[CH:20][N:19]=[C:18]1[C:25]([OH:26])([CH3:27])[CH3:24]. The catalyst class is: 6. (5) Reactant: FC(F)(F)S(O[C:7]1[C:11]2[C:12]([O:16][CH3:17])=[N:13][CH:14]=[CH:15][C:10]=2[N:9]([CH:18]2[CH2:22][CH2:21][CH2:20][CH2:19]2)[N:8]=1)(=O)=O.CC1(C)C(C)(C)OB([C:33]2[CH:38]=[CH:37][C:36]([CH2:39][C:40]#[N:41])=[CH:35][CH:34]=2)O1.C(=O)([O-])[O-].[Na+].[Na+].O. Product: [CH:18]1([N:9]2[C:10]3[CH:15]=[CH:14][N:13]=[C:12]([O:16][CH3:17])[C:11]=3[C:7]([C:33]3[CH:38]=[CH:37][C:36]([CH2:39][C:40]#[N:41])=[CH:35][CH:34]=3)=[N:8]2)[CH2:22][CH2:21][CH2:20][CH2:19]1. The catalyst class is: 104. (6) Product: [F:1][C:2]1[CH:7]=[CH:6][C:5]([C:8]2[C:26](=[O:27])[N:25]([CH3:28])[C:11]3[N:12]([CH3:24])[C:13]4[C:18]([C:10]=3[CH:9]=2)=[CH:17][C:16]([C:19]2[CH:23]=[CH:22][N:21]([CH2:32][O:33][CH3:34])[N:20]=2)=[CH:15][CH:14]=4)=[CH:4][CH:3]=1. The catalyst class is: 3. Reactant: [F:1][C:2]1[CH:7]=[CH:6][C:5]([C:8]2[C:26](=[O:27])[N:25]([CH3:28])[C:11]3[N:12]([CH3:24])[C:13]4[C:18]([C:10]=3[CH:9]=2)=[CH:17][C:16]([C:19]2[CH:23]=[CH:22][NH:21][N:20]=2)=[CH:15][CH:14]=4)=[CH:4][CH:3]=1.[H-].[Na+].C1OCCOC2C(=CC=CC=2)OCCOCCOC2[C:34](=CC=CC=2)[O:33][CH2:32]1.COCBr.C([O-])(O)=O.[Na+].